Dataset: Protein-peptide binding for MDM2, ACE2, and 12ca5 with 34 validated binders. Task: Binary Classification. Given protein and peptide amino acid sequences, predict whether they interact or not. (1) The protein target is MDM2 with sequence MCNTNMSVPTDGAVTTSQIPASEQETLVRPKPLLLKLLKSVGAQKDTYTMKEVLFYLGQYIMTKRLYDEKQQHIVYCSNDLLGDLFGVPSFSVKEHRKIYTMIYRNLVVVNQQESSDSGTSVSENRCHLEGGSDQKDLVQELQEEKPSSSHLVSRPSTSSRRRAISETEENSDELSGERQRKRHKSDSISLSFDESLALCVIREICCERSSSSESTGTPSNPDLDAGVSEHSGDWLDQDSVSDQFSVEFEVESLDSEDYSLSEEGQELSDEDDEVYQVTVYQAGESDTDSFEEDPEISLADYWKCTSCNEMNPPLPSHCNRCWALRENWLPEDKGKDKGEISEKAKLENSTQAEEGFDVPDCKKTIVNDSRESCVEENDDKITQASQSQESEDYSQPSTSSSIIYSSQEDVKEFEREETQDKEESVESSLPLNAIEPCVICQGRPKNGCIVHGKTGHLMACFTCAKKLKKRNKPCPVCRQPIQMIVLTYFP. The peptide is TSFAEYWNALAAK. (2) The protein target is MDM2 with sequence MCNTNMSVPTDGAVTTSQIPASEQETLVRPKPLLLKLLKSVGAQKDTYTMKEVLFYLGQYIMTKRLYDEKQQHIVYCSNDLLGDLFGVPSFSVKEHRKIYTMIYRNLVVVNQQESSDSGTSVSENRCHLEGGSDQKDLVQELQEEKPSSSHLVSRPSTSSRRRAISETEENSDELSGERQRKRHKSDSISLSFDESLALCVIREICCERSSSSESTGTPSNPDLDAGVSEHSGDWLDQDSVSDQFSVEFEVESLDSEDYSLSEEGQELSDEDDEVYQVTVYQAGESDTDSFEEDPEISLADYWKCTSCNEMNPPLPSHCNRCWALRENWLPEDKGKDKGEISEKAKLENSTQAEEGFDVPDCKKTIVNDSRESCVEENDDKITQASQSQESEDYSQPSTSSSIIYSSQEDVKEFEREETQDKEESVESSLPLNAIEPCVICQGRPKNGCIVHGKTGHLMACFTCAKKLKKRNKPCPVCRQPIQMIVLTYFP. The peptide is TSFAEYWNALSPK.